From a dataset of Forward reaction prediction with 1.9M reactions from USPTO patents (1976-2016). Predict the product of the given reaction. (1) Given the reactants C[O:2][C:3]1[CH:8]=[CH:7][N:6]=[CH:5][CH:4]=1.[C:9]1([Mg]Br)[CH:14]=[CH:13][CH:12]=[CH:11][CH:10]=1.[Br:17][C:18]1[CH:23]=[C:22]([O:24][CH3:25])[C:21]([O:26][CH3:27])=[CH:20][C:19]=1[CH2:28][C:29](Cl)=[O:30].Cl, predict the reaction product. The product is: [Br:17][C:18]1[CH:23]=[C:22]([O:24][CH3:25])[C:21]([O:26][CH3:27])=[CH:20][C:19]=1[CH2:28][C:29]([N:6]1[CH:7]=[CH:8][C:3](=[O:2])[CH2:4][CH:5]1[C:9]1[CH:14]=[CH:13][CH:12]=[CH:11][CH:10]=1)=[O:30]. (2) Given the reactants [NH:1]([C:3]1[CH:8]=[C:7]([C:9]#[N:10])[CH:6]=[CH:5][N:4]=1)[NH2:2].[Cl:11][C:12]1[CH:13]=[C:14]([C:18](=O)[CH2:19][C:20](OCC)=[O:21])[CH:15]=[CH:16][CH:17]=1, predict the reaction product. The product is: [Cl:11][C:12]1[CH:13]=[C:14]([C:18]2[CH:19]=[C:20]([OH:21])[N:1]([C:3]3[CH:8]=[C:7]([C:9]#[N:10])[CH:6]=[CH:5][N:4]=3)[N:2]=2)[CH:15]=[CH:16][CH:17]=1. (3) Given the reactants [CH2:1]([N:8]1[CH2:12][C@H:11]2[C@@H:13]([NH:16][S:17]([C:20]3[CH:25]=[CH:24][CH:23]=[C:22]([C:26]([F:29])([F:28])[F:27])[CH:21]=3)(=[O:19])=[O:18])[CH2:14][CH2:15][C@H:10]2[CH2:9]1)[C:2]1C=CC=[CH:4][CH:3]=1.[O:30]1CCCC1, predict the reaction product. The product is: [OH:30][CH2:4][CH2:3][CH2:2][CH2:1][N:8]1[CH2:12][C@H:11]2[C@@H:13]([NH:16][S:17]([C:20]3[CH:25]=[CH:24][CH:23]=[C:22]([C:26]([F:29])([F:28])[F:27])[CH:21]=3)(=[O:19])=[O:18])[CH2:14][CH2:15][C@H:10]2[CH2:9]1. (4) Given the reactants C(OC([N:8]1[CH2:14][CH2:13][C:12]2[C:15]([S:20][C:21](=O)N(C)C)=[C:16]([Cl:19])[CH:17]=[CH:18][C:11]=2[CH2:10][CH2:9]1)=O)(C)(C)C.BrC[CH:28]1[CH2:32][CH2:31][CH2:30][O:29]1, predict the reaction product. The product is: [ClH:19].[Cl:19][C:16]1[CH:17]=[CH:18][C:11]2[CH2:10][CH2:9][NH:8][CH2:14][CH2:13][C:12]=2[C:15]=1[S:20][CH2:21][CH:28]1[CH2:32][CH2:31][CH2:30][O:29]1. (5) Given the reactants [NH2:1][C@@H:2]1[C@H:7]([F:8])[C@H:6]([OH:9])[C@@H:5]([CH2:10][OH:11])[CH2:4][C@@H:3]1[OH:12].[C:13](N1C=CN=C1)(N1C=CN=C1)=[S:14], predict the reaction product. The product is: [F:8][C@H:7]1[C@H:2]2[NH:1][C:13](=[S:14])[O:12][C@H:3]2[CH2:4][C@H:5]([CH2:10][OH:11])[C@H:6]1[OH:9]. (6) Given the reactants [NH2:1][C:2]1[C:3]([F:25])=[C:4]([N:9]([CH2:16][C:17]2[CH:22]=[CH:21][C:20]([O:23][CH3:24])=[CH:19][CH:18]=2)[S:10]([CH2:13][CH2:14][CH3:15])(=[O:12])=[O:11])[CH:5]=[CH:6][C:7]=1[F:8].C1(C)C=CC=CC=1.C[Al](C)C.[NH2:37][C:38]1[C:39]2[C:40](=[C:44]([C:47](OCC)=[O:48])[S:45][N:46]=2)[N:41]=[CH:42][N:43]=1, predict the reaction product. The product is: [NH2:37][C:38]1[C:39]2[C:40](=[C:44]([C:47]([NH:1][C:2]3[C:7]([F:8])=[CH:6][CH:5]=[C:4]([N:9]([CH2:16][C:17]4[CH:18]=[CH:19][C:20]([O:23][CH3:24])=[CH:21][CH:22]=4)[S:10]([CH2:13][CH2:14][CH3:15])(=[O:12])=[O:11])[C:3]=3[F:25])=[O:48])[S:45][N:46]=2)[N:41]=[CH:42][N:43]=1. (7) Given the reactants [CH3:1][O:2][C:3]1[CH:8]=[C:7]([O:9][CH3:10])[N:6]=[C:5]([O:11][CH:12]([CH:16]([CH3:18])[CH3:17])[C:13]([OH:15])=O)[N:4]=1.[CH:19]1[CH:20]=[CH:21]C2N(O)N=[N:25][C:23]=2[CH:24]=1.N1CCCCC1.CCN=C=NCCCN(C)C.Cl, predict the reaction product. The product is: [CH3:10][O:9][C:7]1[CH:8]=[C:3]([O:2][CH3:1])[N:4]=[C:5]([O:11][CH:12]([CH:16]([CH3:18])[CH3:17])[C:13]([N:25]2[CH2:21][CH2:20][CH2:19][CH2:24][CH2:23]2)=[O:15])[N:6]=1.